Dataset: Catalyst prediction with 721,799 reactions and 888 catalyst types from USPTO. Task: Predict which catalyst facilitates the given reaction. Reactant: [CH3:1][O:2][C:3]1[CH:12]=[CH:11][CH:10]=[C:9]2[C:4]=1[CH:5]=[CH:6][C:7]([NH:13][C:14]1[C:22]3[C:17](=[CH:18][N:19]=[CH:20][CH:21]=3)[O:16][CH:15]=1)=[CH:8]2.[Li]CCCC.[CH2:28]1[O:30][CH2:29]1. Product: [O:16]1[C:17]2=[CH:18][N:19]=[CH:20][CH:21]=[C:22]2[C:14]([N:13]([C:7]2[CH:6]=[CH:5][C:4]3[C:9](=[CH:10][CH:11]=[CH:12][C:3]=3[O:2][CH3:1])[CH:8]=2)[CH2:28][CH2:29][OH:30])=[CH:15]1. The catalyst class is: 1.